From a dataset of Forward reaction prediction with 1.9M reactions from USPTO patents (1976-2016). Predict the product of the given reaction. (1) Given the reactants [F:1][C:2]1[C:3]([O:18][CH3:19])=[CH:4][C:5]2[S:9][C:8]([C:10]3[C:14]([CH3:15])=[N:13][NH:12][C:11]=3[NH2:16])=[N:7][C:6]=2[CH:17]=1.S(Cl)([Cl:23])(=O)=O, predict the reaction product. The product is: [Cl:23][C:4]1[C:5]2[S:9][C:8]([C:10]3[C:11]([NH2:16])=[N:12][NH:13][C:14]=3[CH3:15])=[N:7][C:6]=2[CH:17]=[C:2]([F:1])[C:3]=1[O:18][CH3:19]. (2) Given the reactants [Br:1][C:2]1[CH:3]=[C:4]2[C:10]([Cl:11])=[CH:9][NH:8][C:5]2=[N:6][CH:7]=1.[C:12](O[C:12]([O:14][C:15]([CH3:18])([CH3:17])[CH3:16])=[O:13])([O:14][C:15]([CH3:18])([CH3:17])[CH3:16])=[O:13], predict the reaction product. The product is: [Br:1][C:2]1[CH:3]=[C:4]2[C:10]([Cl:11])=[CH:9][N:8]([C:12]([O:14][C:15]([CH3:18])([CH3:17])[CH3:16])=[O:13])[C:5]2=[N:6][CH:7]=1. (3) Given the reactants [CH3:1][N:2]1[CH:6]=[CH:5][CH:4]=[C:3]1[C:7]#[N:8].B(OC(C)C)(OC(C)C)OC(C)C.C([N-]C(C)C)(C)C.[Li+].C(=O)([O-])[O-].[K+].[K+].Br[C:37]1[CH:38]=[C:39]2[C:43](=[CH:44][CH:45]=1)[NH:42][C:41](=[O:46])[C:40]12[CH2:49][CH2:48][CH2:47]1, predict the reaction product. The product is: [CH3:1][N:2]1[C:6]([C:37]2[CH:38]=[C:39]3[C:43](=[CH:44][CH:45]=2)[NH:42][C:41](=[O:46])[C:40]23[CH2:49][CH2:48][CH2:47]2)=[CH:5][CH:4]=[C:3]1[C:7]#[N:8]. (4) Given the reactants [Br:1][C:2]1[CH:6]=[N:5][N:4]([CH3:7])[C:3]=1[C:8]1[CH:9]=[C:10]([NH2:16])[CH:11]=[CH:12][C:13]=1[O:14][CH3:15].[F:17][C:18]1[CH:19]=[C:20]([N:24]=[C:25]=[O:26])[CH:21]=[CH:22][CH:23]=1, predict the reaction product. The product is: [Br:1][C:2]1[CH:6]=[N:5][N:4]([CH3:7])[C:3]=1[C:8]1[CH:9]=[C:10]([NH:16][C:25]([NH:24][C:20]2[CH:21]=[CH:22][CH:23]=[C:18]([F:17])[CH:19]=2)=[O:26])[CH:11]=[CH:12][C:13]=1[O:14][CH3:15]. (5) Given the reactants [NH2:1][C:2]1[CH:18]=[CH:17][C:5]([C:6]([NH:8][NH:9][C:10]([O:12][C:13]([CH3:16])([CH3:15])[CH3:14])=[O:11])=[O:7])=[CH:4][CH:3]=1.[C:19]([CH2:23][CH2:24][C:25](Cl)=[O:26])([O:21][CH3:22])=[O:20], predict the reaction product. The product is: [CH3:22][O:21][C:19](=[O:20])[CH2:23][CH2:24][C:25]([NH:1][C:2]1[CH:3]=[CH:4][C:5]([C:6]([NH:8][NH:9][C:10]([O:12][C:13]([CH3:15])([CH3:14])[CH3:16])=[O:11])=[O:7])=[CH:17][CH:18]=1)=[O:26]. (6) Given the reactants [Cl-].[Li+].BrCCBr.I[CH:8]1[CH2:11][N:10]([C:12]([O:14][C:15]([CH3:18])([CH3:17])[CH3:16])=[O:13])[CH2:9]1.[Cl:19][C:20]1[C:21]([F:33])=[C:22](I)[C:23]([O:29][CH2:30][CH3:31])=[C:24]([C:26](=[O:28])[CH3:27])[CH:25]=1, predict the reaction product. The product is: [C:26]([C:24]1[C:23]([O:29][CH2:30][CH3:31])=[C:22]([CH:8]2[CH2:11][N:10]([C:12]([O:14][C:15]([CH3:18])([CH3:17])[CH3:16])=[O:13])[CH2:9]2)[C:21]([F:33])=[C:20]([Cl:19])[CH:25]=1)(=[O:28])[CH3:27].